Dataset: Catalyst prediction with 721,799 reactions and 888 catalyst types from USPTO. Task: Predict which catalyst facilitates the given reaction. (1) Reactant: [CH2:1]([O:8][C:9]([N:11]1[CH2:16][CH2:15][CH:14]([NH:17][C:18]([O:20][C:21]([CH3:24])([CH3:23])[CH3:22])=[O:19])[CH:13]([O:25][Si:26]([C:29]([CH3:32])([CH3:31])[CH3:30])([CH3:28])[CH3:27])[CH2:12]1)=[O:10])[C:2]1[CH:7]=[CH:6][CH:5]=[CH:4][CH:3]=1.[H-].[Na+].I[CH3:36]. Product: [CH2:1]([O:8][C:9]([N:11]1[CH2:16][CH2:15][CH:14]([N:17]([C:18]([O:20][C:21]([CH3:22])([CH3:23])[CH3:24])=[O:19])[CH3:36])[CH:13]([O:25][Si:26]([C:29]([CH3:32])([CH3:31])[CH3:30])([CH3:28])[CH3:27])[CH2:12]1)=[O:10])[C:2]1[CH:3]=[CH:4][CH:5]=[CH:6][CH:7]=1. The catalyst class is: 3. (2) Reactant: [ClH:1].C(OC([N:9]1[CH2:14][CH2:13][CH:12]([CH2:15][CH:16]([CH2:21][CH:22]2[CH2:27][CH2:26][N:25](C(OC(C)(C)C)=O)[CH2:24][CH2:23]2)[C:17]([O:19][CH3:20])=[O:18])[CH2:11][CH2:10]1)=O)(C)(C)C. Product: [ClH:1].[ClH:1].[NH:9]1[CH2:10][CH2:11][CH:12]([CH2:15][CH:16]([CH2:21][CH:22]2[CH2:23][CH2:24][NH:25][CH2:26][CH2:27]2)[C:17]([O:19][CH3:20])=[O:18])[CH2:13][CH2:14]1. The catalyst class is: 13. (3) Reactant: CO.C[O-].[Na+].[SH:6][CH2:7][C:8]([O:10][CH3:11])=[O:9].Cl/[C:13](/[C:17]1[CH:18]=[N:19][CH:20]=[CH:21][CH:22]=1)=[CH:14]/[C:15]#[N:16]. Product: [NH2:16][C:15]1[CH:14]=[C:13]([C:17]2[CH:18]=[N:19][CH:20]=[CH:21][CH:22]=2)[S:6][C:7]=1[C:8]([O:10][CH3:11])=[O:9]. The catalyst class is: 18. (4) Reactant: [CH3:1][N:2]1[CH2:7][CH2:6][NH:5][CH2:4][C:3]1=[O:8].C([O:11][CH:12]=[C:13]([C:19](OCC)=O)[C:14]([O:16][CH2:17][CH3:18])=[O:15])C.C[Si]([N-][Si](C)(C)C)(C)C.[Li+].C1COCC1. Product: [OH:11][C:12]1[C:13]([C:14]([O:16][CH2:17][CH3:18])=[O:15])=[CH:19][N:5]2[CH2:6][CH2:7][N:2]([CH3:1])[C:3](=[O:8])[C:4]=12. The catalyst class is: 11. (5) Reactant: [F:1][CH:2]([F:35])[C:3]1[CH:8]=[CH:7][N:6]=[C:5]([NH:9][C:10]2[N:15]=[C:14]([C:16]3[CH:17]=[N:18][C:19]([C@@:22]([C@H:25]4[CH2:30][CH2:29][C@H:28]([C:31]([OH:33])=[O:32])[CH2:27][CH2:26]4)([OH:24])[CH3:23])=[CH:20][CH:21]=3)[CH:13]=[C:12]([CH3:34])[CH:11]=2)[CH:4]=1.[C:36]1(O)[CH:41]=[CH:40][CH:39]=[CH:38][CH:37]=1.C1CN([P+](Br)(N2CCCC2)N2CCCC2)CC1.F[P-](F)(F)(F)(F)F.CCN(C(C)C)C(C)C. Product: [F:35][CH:2]([F:1])[C:3]1[CH:8]=[CH:7][N:6]=[C:5]([NH:9][C:10]2[N:15]=[C:14]([C:16]3[CH:17]=[N:18][C:19]([C@@:22]([C@H:25]4[CH2:30][CH2:29][C@H:28]([C:31]([O:33][C:36]5[CH:41]=[CH:40][CH:39]=[CH:38][CH:37]=5)=[O:32])[CH2:27][CH2:26]4)([OH:24])[CH3:23])=[CH:20][CH:21]=3)[CH:13]=[C:12]([CH3:34])[CH:11]=2)[CH:4]=1. The catalyst class is: 299. (6) Reactant: [I-].[CH3:2][P+](C1C=CC=CC=1)(C1C=CC=CC=1)C1C=CC=CC=1.C([Li])CCC.[C:27]([O:31][C:32]([N:34]1[CH2:39][CH2:38][C:37]([C:42]2[CH:47]=[CH:46][C:45]([Cl:48])=[CH:44][CH:43]=2)([CH:40]=O)[CH2:36][CH2:35]1)=[O:33])([CH3:30])([CH3:29])[CH3:28].O. Product: [C:27]([O:31][C:32]([N:34]1[CH2:39][CH2:38][C:37]([C:42]2[CH:47]=[CH:46][C:45]([Cl:48])=[CH:44][CH:43]=2)([CH:40]=[CH2:2])[CH2:36][CH2:35]1)=[O:33])([CH3:30])([CH3:29])[CH3:28]. The catalyst class is: 7. (7) Reactant: [CH3:1][O:2][C:3]1[C:4]2[C:5]3[C:6]([O:32][CH3:33])=[CH:7][CH:8]=[C:9]([CH:31]=3)[C@H:10]([NH:29][CH3:30])[C:11](=[O:28])[NH:12][C@@H:13]([CH3:27])[C:14](=[O:26])[NH:15][C@H:16]([C:22]([O:24][CH3:25])=[O:23])[CH2:17][C:18]([CH:21]=2)=[CH:19][CH:20]=1.C1C=CC2N(O)N=NC=2C=1.CCN(C(C)C)C(C)C.[CH2:53]([O:60][C:61]([NH:63][C@@H:64]([CH2:68][CH2:69][CH2:70][CH2:71][NH:72][C:73]([O:75][C:76]([CH3:79])([CH3:78])[CH3:77])=[O:74])[C:65]([OH:67])=O)=[O:62])[C:54]1[CH:59]=[CH:58][CH:57]=[CH:56][CH:55]=1.CCN=C=NCCCN(C)C. Product: [CH2:53]([O:60][C:61]([NH:63][C@@H:64]([CH2:68][CH2:69][CH2:70][CH2:71][NH:72][C:73]([O:75][C:76]([CH3:79])([CH3:78])[CH3:77])=[O:74])[C:65]([N:29]([CH3:30])[C@H:10]1[C:9]2[CH:31]=[C:5]([C:6]([O:32][CH3:33])=[CH:7][CH:8]=2)[C:4]2=[CH:21][C:18](=[CH:19][CH:20]=[C:3]2[O:2][CH3:1])[CH2:17][C@@H:16]([C:22]([O:24][CH3:25])=[O:23])[NH:15][C:14](=[O:26])[C@H:13]([CH3:27])[NH:12][C:11]1=[O:28])=[O:67])=[O:62])[C:54]1[CH:55]=[CH:56][CH:57]=[CH:58][CH:59]=1. The catalyst class is: 18.